From a dataset of Forward reaction prediction with 1.9M reactions from USPTO patents (1976-2016). Predict the product of the given reaction. (1) Given the reactants [C:1]([O:5][C:6]([N:8]1[C:13]2[CH:14]=[C:15]([Cl:21])[C:16]([N:18]([CH3:20])[CH3:19])=[CH:17][C:12]=2[O:11][CH:10]([C:22](O)=[O:23])[CH2:9]1)=[O:7])([CH3:4])([CH3:3])[CH3:2].CCN=C=NCCCN(C)C.C1C=CC2N(O)N=NC=2C=1.CCN(C(C)C)C(C)C.[F:55][C:56]1[CH:69]=[CH:68][C:59]([CH2:60][C:61]2([C:66]#[N:67])[CH2:65][CH2:64][NH:63][CH2:62]2)=[CH:58][CH:57]=1, predict the reaction product. The product is: [C:1]([O:5][C:6]([N:8]1[C:13]2[CH:14]=[C:15]([Cl:21])[C:16]([N:18]([CH3:20])[CH3:19])=[CH:17][C:12]=2[O:11][CH:10]([C:22]([N:63]2[CH2:64][CH2:65][C:61]([C:66]#[N:67])([CH2:60][C:59]3[CH:68]=[CH:69][C:56]([F:55])=[CH:57][CH:58]=3)[CH2:62]2)=[O:23])[CH2:9]1)=[O:7])([CH3:4])([CH3:3])[CH3:2]. (2) Given the reactants [F:1][C:2]1[C:3]([F:12])=[CH:4][C:5]2[S:9][C:8]([NH2:10])=[N:7][C:6]=2[CH:11]=1.[Cl:13][C:14]1[CH:22]=[CH:21][CH:20]=[CH:19][C:15]=1[C:16](Cl)=[O:17].Br[CH:24]([CH2:29][CH3:30])[C:25]([O:27]C)=[O:26].COC1C=CC2N=C(N)SC=2C=1.ClC1C=C(C=CC=1)C(Cl)=O.BrCC(OCC)=O, predict the reaction product. The product is: [Cl:13][C:14]1[CH:22]=[CH:21][CH:20]=[CH:19][C:15]=1[C:16]([N:10]=[C:8]1[N:7]([CH:24]([CH2:29][CH3:30])[C:25]([OH:27])=[O:26])[C:6]2[CH:11]=[C:2]([F:1])[C:3]([F:12])=[CH:4][C:5]=2[S:9]1)=[O:17]. (3) Given the reactants Br[C:2]1[C:3]([C:9]#[N:10])=[N:4][C:5]([CH3:8])=[CH:6][CH:7]=1.[NH:11]1[CH:15]=[CH:14][CH:13]=[N:12]1.CN[C@H]1CCCC[C@@H]1NC.C([O-])([O-])=O.[Cs+].[Cs+], predict the reaction product. The product is: [CH3:8][C:5]1[N:4]=[C:3]([C:9]#[N:10])[C:2]([N:11]2[CH:15]=[CH:14][CH:13]=[N:12]2)=[CH:7][CH:6]=1. (4) Given the reactants [CH2:1]([O:3][C:4]([C:6]1[C:11]([NH2:12])=[CH:10][N:9]=[CH:8][N:7]=1)=[O:5])[CH3:2].N1C=CC=CC=1.[F:19][C:20]1[CH:25]=[C:24]([F:26])[CH:23]=[C:22]([F:27])[C:21]=1[CH2:28][C:29](Cl)=[O:30], predict the reaction product. The product is: [CH2:1]([O:3][C:4]([C:6]1[C:11]([NH:12][C:29](=[O:30])[CH2:28][C:21]2[C:22]([F:27])=[CH:23][C:24]([F:26])=[CH:25][C:20]=2[F:19])=[CH:10][N:9]=[CH:8][N:7]=1)=[O:5])[CH3:2]. (5) The product is: [CH:1]1([C:7]2[CH:8]=[CH:9][C:10]([NH:13][C:26](=[O:27])[C@H:25]([NH:29][C:62]([NH:61][C:58]3[CH:59]=[CH:60][C:55]([O:54][CH2:47][C:48]4[CH:49]=[CH:50][CH:51]=[CH:52][CH:53]=4)=[CH:56][CH:57]=3)=[O:63])[CH2:24][CH2:23][CH2:22][NH2:21])=[CH:11][CH:12]=2)[CH2:2][CH2:3][CH2:4][CH2:5][CH2:6]1. Given the reactants [CH:1]1([C:7]2[CH:12]=[CH:11][C:10]([NH2:13])=[CH:9][CH:8]=2)[CH2:6][CH2:5][CH2:4][CH2:3][CH2:2]1.C(OC([NH:21][CH2:22][CH2:23][CH2:24][C@@H:25]([NH:29]C(OCC1C2C=CC=CC=2C2C1=CC=CC=2)=O)[C:26](O)=[O:27])=O)(C)(C)C.[CH2:47]([O:54][C:55]1[CH:60]=[CH:59][C:58]([N:61]=[C:62]=[O:63])=[CH:57][CH:56]=1)[C:48]1[CH:53]=[CH:52][CH:51]=[CH:50][CH:49]=1, predict the reaction product. (6) Given the reactants Cl.[C:2]([C:6]1[N:11]=[CH:10][C:9]([NH:12][NH3+])=[CH:8][CH:7]=1)([CH3:5])([CH3:4])[CH3:3].Cl.O1CCOCC1.NN, predict the reaction product. The product is: [C:2]([C:6]1[N:11]=[CH:10][C:9]([NH2:12])=[CH:8][CH:7]=1)([CH3:5])([CH3:3])[CH3:4]. (7) The product is: [F:1][C:2]1[CH:3]=[C:4]([N+:9]([O-:11])=[O:10])[CH:5]=[CH:6][C:7]=1[S:13][CH3:12]. Given the reactants [F:1][C:2]1[CH:3]=[C:4]([N+:9]([O-:11])=[O:10])[CH:5]=[CH:6][C:7]=1F.[CH3:12][S-:13].[Na+], predict the reaction product.